Dataset: Catalyst prediction with 721,799 reactions and 888 catalyst types from USPTO. Task: Predict which catalyst facilitates the given reaction. Reactant: [Cl:1][C:2]1[CH:3]=[CH:4][C:5]2[CH2:6][NH:7][CH2:8][C@@H:9]([C:13]3[CH:18]=[CH:17][CH:16]=[CH:15][CH:14]=3)[O:10][C:11]=2[N:12]=1.[C:19](O)(=[O:21])[CH3:20].OCC=O.C([BH3-])#N.[Na+]. Product: [Cl:1][C:2]1[CH:3]=[CH:4][C:5]2[CH2:6][N:7]([CH2:20][CH2:19][OH:21])[CH2:8][C@@H:9]([C:13]3[CH:18]=[CH:17][CH:16]=[CH:15][CH:14]=3)[O:10][C:11]=2[N:12]=1. The catalyst class is: 5.